From a dataset of Full USPTO retrosynthesis dataset with 1.9M reactions from patents (1976-2016). Predict the reactants needed to synthesize the given product. (1) The reactants are: [NH2:1][C:2]1[CH:11]=[CH:10][C:5]([C:6]([O:8][CH3:9])=[O:7])=[C:4]([Cl:12])[C:3]=1[I:13].NC1C(I)=CC(C(OC)=O)=C(Cl)C=1.NC1C([CH2:38][CH2:39][O:40][CH2:41][CH3:42])=CC(C(OC)=O)=C(Cl)C=1. Given the product [NH2:1][C:2]1[C:11]([CH2:38][CH2:39][O:40][CH2:41][CH3:42])=[CH:10][C:5]([C:6]([O:8][CH3:9])=[O:7])=[C:4]([Cl:12])[C:3]=1[I:13], predict the reactants needed to synthesize it. (2) The reactants are: [O:1]1[CH2:6][CH2:5][CH2:4][CH2:3][CH:2]1[O:7][NH:8][C:9]([CH2:11][CH2:12][CH2:13][CH2:14][CH2:15][CH2:16][NH:17][C:18]([C:20]1[NH:21][C:22]2[C:27]([CH:28]=1)=[CH:26][C:25]([CH2:29][CH2:30]C(O)=O)=[CH:24][CH:23]=2)=[O:19])=[O:10].CCN=C=N[CH2:39][CH2:40][CH2:41][N:42]([CH3:44])C.Cl.C(N(CC)CC)C.C1[CH:54]=[CH:55][C:56]2N(O)N=N[C:57]=2[CH:58]=1.[CH:63]1([O:68][C:69](=[O:79])[C@H](CC2C=CC=CC=2)N)[CH2:67][CH2:66][CH2:65][CH2:64]1.CC1C=CC(S(O)(=O)=[O:88])=CC=1. Given the product [CH:63]1([O:68][C:69](=[O:79])[C@@H:41]([NH:42][C:44](=[O:88])[CH2:30][CH2:29][C:25]2[CH:26]=[C:27]3[C:22](=[CH:23][CH:24]=2)[NH:21][C:20]([C:18](=[O:19])[NH:17][CH2:16][CH2:15][CH2:14][CH2:13][CH2:12][CH2:11][C:9](=[O:10])[NH:8][O:7][CH:2]2[CH2:3][CH2:4][CH2:5][CH2:6][O:1]2)=[CH:28]3)[CH2:40][C:39]2[CH:54]=[CH:55][CH:56]=[CH:57][CH:58]=2)[CH2:67][CH2:66][CH2:65][CH2:64]1, predict the reactants needed to synthesize it.